From a dataset of Reaction yield outcomes from USPTO patents with 853,638 reactions. Predict the reaction yield, written as a fraction of the theoretical maximum amount of product (1.0 means a 100% yield; for example, 0.34 means a 34% yield). (1) The reactants are C[O-].[Na+].[Br:4][C:5]1[C:10]([CH3:11])=[CH:9][C:8]([N:12]([C:17]([CH3:24])([CH3:23])[C:18](OCC)=[O:19])[S:13](=[O:16])(=[O:15])[NH2:14])=[CH:7][C:6]=1[CH3:25]. The catalyst is CO.C(OCC)(=O)C. The product is [Br:4][C:5]1[C:10]([CH3:11])=[CH:9][C:8]([N:12]2[S:13](=[O:16])(=[O:15])[NH:14][C:18](=[O:19])[C:17]2([CH3:24])[CH3:23])=[CH:7][C:6]=1[CH3:25]. The yield is 0.900. (2) The reactants are [CH3:1][C:2]1[C:6]([CH3:7])=[C:5]([C:8]([OH:10])=O)[NH:4][N:3]=1.F[P-](F)(F)(F)(F)F.N1(O[P+](N2CCCC2)(N2CCCC2)N2CCCC2)C2C=CC=CC=2N=N1.C(N(CC)C(C)C)(C)C.[F:53][C:54]1[CH:59]=[CH:58][C:57]([C:60]2[CH:69]=[C:63]3[N:64]=[CH:65][C:66]([NH2:68])=[CH:67][N:62]3[N:61]=2)=[CH:56][CH:55]=1. The catalyst is CC(N(C)C)=O.O. The product is [F:53][C:54]1[CH:55]=[CH:56][C:57]([C:60]2[CH:69]=[C:63]3[N:64]=[CH:65][C:66]([NH:68][C:8]([C:5]4[C:6]([CH3:7])=[C:2]([CH3:1])[NH:3][N:4]=4)=[O:10])=[CH:67][N:62]3[N:61]=2)=[CH:58][CH:59]=1. The yield is 0.150.